This data is from Catalyst prediction with 721,799 reactions and 888 catalyst types from USPTO. The task is: Predict which catalyst facilitates the given reaction. Reactant: [NH2:1][C:2]1[N:11]=[CH:10][C:9]2[C:8](=[N:12][O:13][CH2:14][C:15]([OH:17])=O)[CH2:7][CH:6]([C:18]3[CH:23]=[CH:22][CH:21]=[CH:20][C:19]=3[C:24]3[CH:29]=[CH:28][CH:27]=[CH:26][CH:25]=3)[CH2:5][C:4]=2[N:3]=1.S(Cl)(Cl)=O.[NH:34]1[CH2:39][CH2:38][O:37][CH2:36][CH2:35]1.C(N(CC)CC)C. Product: [N:34]1([C:15](=[O:17])[CH2:14][O:13][N:12]=[C:8]2[CH2:7][CH:6]([C:18]3[CH:23]=[CH:22][CH:21]=[CH:20][C:19]=3[C:24]3[CH:29]=[CH:28][CH:27]=[CH:26][CH:25]=3)[CH2:5][C:4]3[N:3]=[C:2]([NH2:1])[N:11]=[CH:10][C:9]2=3)[CH2:39][CH2:38][O:37][CH2:36][CH2:35]1. The catalyst class is: 2.